This data is from NCI-60 drug combinations with 297,098 pairs across 59 cell lines. The task is: Regression. Given two drug SMILES strings and cell line genomic features, predict the synergy score measuring deviation from expected non-interaction effect. (1) Drug 1: CC1=C(C(=CC=C1)Cl)NC(=O)C2=CN=C(S2)NC3=CC(=NC(=N3)C)N4CCN(CC4)CCO. Drug 2: CC12CCC3C(C1CCC2O)C(CC4=C3C=CC(=C4)O)CCCCCCCCCS(=O)CCCC(C(F)(F)F)(F)F. Cell line: UO-31. Synergy scores: CSS=11.6, Synergy_ZIP=-0.485, Synergy_Bliss=7.23, Synergy_Loewe=2.46, Synergy_HSA=5.31. (2) Drug 1: CC1CC2CCC3C(=C)CC(O3)CCC45CC6C(O4)C7C(O6)C(O5)C8C(O7)CCC(O8)CC(=O)CC9C(CC(C1=C)O2)OC(C9OC)CC(CN)O.CS(=O)(=O)O. Drug 2: CC1C(C(CC(O1)OC2CC(CC3=C2C(=C4C(=C3O)C(=O)C5=C(C4=O)C(=CC=C5)OC)O)(C(=O)CO)O)N)O.Cl. Cell line: UO-31. Synergy scores: CSS=51.9, Synergy_ZIP=-1.97, Synergy_Bliss=1.73, Synergy_Loewe=2.74, Synergy_HSA=2.13. (3) Synergy scores: CSS=21.7, Synergy_ZIP=1.35, Synergy_Bliss=3.75, Synergy_Loewe=-2.25, Synergy_HSA=3.67. Drug 1: CN1CCC(CC1)COC2=C(C=C3C(=C2)N=CN=C3NC4=C(C=C(C=C4)Br)F)OC. Cell line: HCT-15. Drug 2: C1CC(C1)(C(=O)O)C(=O)O.[NH2-].[NH2-].[Pt+2]. (4) Synergy scores: CSS=30.0, Synergy_ZIP=3.95, Synergy_Bliss=5.53, Synergy_Loewe=-17.7, Synergy_HSA=5.69. Drug 2: COC1=NC(=NC2=C1N=CN2C3C(C(C(O3)CO)O)O)N. Drug 1: C1=CC(=C2C(=C1NCCNCCO)C(=O)C3=C(C=CC(=C3C2=O)O)O)NCCNCCO. Cell line: RXF 393.